This data is from Reaction yield outcomes from USPTO patents with 853,638 reactions. The task is: Predict the reaction yield, written as a fraction of the theoretical maximum amount of product (1.0 means a 100% yield; for example, 0.34 means a 34% yield). (1) The reactants are [OH:1][C:2]1[CH:3]=[C:4]([C:8]2([C:25]3[CH:30]=[CH:29][N:28]=[CH:27][CH:26]=3)[C:16]3[C:11](=[N:12][CH:13]=[CH:14][CH:15]=3)[C:10]([NH:17]C(=O)OC(C)(C)C)=[N:9]2)[CH:5]=[CH:6][CH:7]=1.[F:31][C:32]1([F:37])[CH2:34][CH:33]1[CH2:35]O. No catalyst specified. The product is [F:31][C:32]1([F:37])[CH2:34][CH:33]1[CH2:35][O:1][C:2]1[CH:3]=[C:4]([C:8]2([C:25]3[CH:30]=[CH:29][N:28]=[CH:27][CH:26]=3)[C:16]3[C:11](=[N:12][CH:13]=[CH:14][CH:15]=3)[C:10]([NH2:17])=[N:9]2)[CH:5]=[CH:6][CH:7]=1. The yield is 0.250. (2) The reactants are [CH2:1]([O:8][C:9]1[C:10]([N+:23]([O-])=O)=[N:11][CH:12]=[C:13]([O:15][C:16]2[CH:21]=[CH:20][CH:19]=[CH:18][C:17]=2[Cl:22])[CH:14]=1)[C:2]1[CH:7]=[CH:6][CH:5]=[CH:4][CH:3]=1. The catalyst is C(O)(=O)C.ClCCl.[Zn]. The product is [CH2:1]([O:8][C:9]1[C:10]([NH2:23])=[N:11][CH:12]=[C:13]([O:15][C:16]2[CH:21]=[CH:20][CH:19]=[CH:18][C:17]=2[Cl:22])[CH:14]=1)[C:2]1[CH:7]=[CH:6][CH:5]=[CH:4][CH:3]=1. The yield is 0.987. (3) The reactants are [Cl:1][C:2]1[N:7]=[CH:6][C:5]([S:8](Cl)(=[O:10])=[O:9])=[CH:4][CH:3]=1.[CH3:12][N:13]([CH3:17])[CH2:14][CH2:15][NH2:16]. No catalyst specified. The product is [Cl:1][C:2]1[N:7]=[CH:6][C:5]([S:8]([NH:16][CH2:15][CH2:14][N:13]([CH3:17])[CH3:12])(=[O:10])=[O:9])=[CH:4][CH:3]=1. The yield is 0.720.